Dataset: Forward reaction prediction with 1.9M reactions from USPTO patents (1976-2016). Task: Predict the product of the given reaction. (1) Given the reactants [Cl:1][C:2]1[CH:7]=[CH:6][N:5]=[C:4]([NH:8]C(=O)OC(C)(C)C)[C:3]=1[CH:16]=[O:17].FC(F)(F)C(O)=O, predict the reaction product. The product is: [NH2:8][C:4]1[N:5]=[CH:6][CH:7]=[C:2]([Cl:1])[C:3]=1[CH:16]=[O:17]. (2) The product is: [F:20][C:21]1[CH:27]=[CH:26][CH:25]=[CH:24][C:22]=1[NH:23][C:2]1[C:11]2[C:6](=[CH:7][CH:8]=[C:9]([O:12][CH3:13])[CH:10]=2)[N:5]=[C:4]([C:14]2[CH:15]=[N:16][CH:17]=[CH:18][CH:19]=2)[N:3]=1. Given the reactants Cl[C:2]1[C:11]2[C:6](=[CH:7][CH:8]=[C:9]([O:12][CH3:13])[CH:10]=2)[N:5]=[C:4]([C:14]2[CH:15]=[N:16][CH:17]=[CH:18][CH:19]=2)[N:3]=1.[F:20][C:21]1[CH:27]=[CH:26][CH:25]=[CH:24][C:22]=1[NH2:23], predict the reaction product. (3) Given the reactants [NH2:1][CH:2]([C:4]1([CH2:8][NH2:9])[CH2:7][CH2:6][CH2:5]1)C.CO.C(N(CC)CC)C.C[O:20][C:21](=O)[C@H:22]([CH2:24][C:25]1[CH:30]=[CH:29][CH:28]=[CH:27][CH:26]=1)[NH2:23], predict the reaction product. The product is: [NH2:23][CH:22]([CH2:24][C:25]1[CH:30]=[CH:29][CH:28]=[CH:27][CH:26]=1)[C:21]([NH:9][CH2:8][C:4]1([CH2:2][NH2:1])[CH2:5][CH2:6][CH2:7]1)=[O:20]. (4) Given the reactants [F:1][C:2]1[CH:3]=[C:4]([C:8]2[C@:9]3([CH2:25][CH2:24][C@H:23]4[C@@H:14]([CH2:15][CH2:16][C:17]5[CH:18]=[C:19]([OH:26])[CH:20]=[CH:21][C:22]=54)[C@@H:11]3[CH2:12][CH:13]=2)[CH3:10])[CH:5]=[N:6][CH:7]=1.Br[CH2:28][C:29](C)(C)[CH2:30][OH:31].C(=O)([O-])[O-:35].[K+].[K+].[I-].[K+], predict the reaction product. The product is: [F:1][C:2]1[CH:3]=[C:4]([C:8]2[C@:9]3([CH2:25][CH2:24][C@H:23]4[C@@H:14]([CH2:15][CH2:16][C:17]5[CH:18]=[C:19]([O:26][CH2:28][CH:29]([OH:35])[CH2:30][OH:31])[CH:20]=[CH:21][C:22]=54)[C@@H:11]3[CH2:12][CH:13]=2)[CH3:10])[CH:5]=[N:6][CH:7]=1.